Regression. Given two drug SMILES strings and cell line genomic features, predict the synergy score measuring deviation from expected non-interaction effect. From a dataset of NCI-60 drug combinations with 297,098 pairs across 59 cell lines. (1) Drug 1: CCCS(=O)(=O)NC1=C(C(=C(C=C1)F)C(=O)C2=CNC3=C2C=C(C=N3)C4=CC=C(C=C4)Cl)F. Drug 2: CN1CCC(CC1)COC2=C(C=C3C(=C2)N=CN=C3NC4=C(C=C(C=C4)Br)F)OC. Cell line: A498. Synergy scores: CSS=9.82, Synergy_ZIP=-4.77, Synergy_Bliss=-2.25, Synergy_Loewe=-7.23, Synergy_HSA=-1.79. (2) Drug 1: C1=NC2=C(N=C(N=C2N1C3C(C(C(O3)CO)O)F)Cl)N. Drug 2: CC=C1C(=O)NC(C(=O)OC2CC(=O)NC(C(=O)NC(CSSCCC=C2)C(=O)N1)C(C)C)C(C)C. Cell line: A549. Synergy scores: CSS=30.3, Synergy_ZIP=2.16, Synergy_Bliss=3.25, Synergy_Loewe=-43.7, Synergy_HSA=2.36. (3) Drug 1: CC(C1=C(C=CC(=C1Cl)F)Cl)OC2=C(N=CC(=C2)C3=CN(N=C3)C4CCNCC4)N. Drug 2: CCN(CC)CCNC(=O)C1=C(NC(=C1C)C=C2C3=C(C=CC(=C3)F)NC2=O)C. Cell line: RXF 393. Synergy scores: CSS=1.06, Synergy_ZIP=0.323, Synergy_Bliss=1.71, Synergy_Loewe=0.664, Synergy_HSA=0.587. (4) Drug 1: CCC(=C(C1=CC=CC=C1)C2=CC=C(C=C2)OCCN(C)C)C3=CC=CC=C3.C(C(=O)O)C(CC(=O)O)(C(=O)O)O. Drug 2: C1C(C(OC1N2C=NC3=C2NC=NCC3O)CO)O. Cell line: MDA-MB-435. Synergy scores: CSS=0.511, Synergy_ZIP=-1.44, Synergy_Bliss=-2.82, Synergy_Loewe=-1.97, Synergy_HSA=-1.97. (5) Drug 1: CS(=O)(=O)C1=CC(=C(C=C1)C(=O)NC2=CC(=C(C=C2)Cl)C3=CC=CC=N3)Cl. Drug 2: C1=NNC2=C1C(=O)NC=N2. Cell line: A549. Synergy scores: CSS=3.78, Synergy_ZIP=-2.65, Synergy_Bliss=-3.65, Synergy_Loewe=-6.91, Synergy_HSA=-4.68. (6) Drug 1: CN1C(=O)N2C=NC(=C2N=N1)C(=O)N. Drug 2: COC1=NC(=NC2=C1N=CN2C3C(C(C(O3)CO)O)O)N. Cell line: COLO 205. Synergy scores: CSS=0.950, Synergy_ZIP=-0.752, Synergy_Bliss=0.189, Synergy_Loewe=-4.21, Synergy_HSA=-2.64. (7) Synergy scores: CSS=15.5, Synergy_ZIP=-3.34, Synergy_Bliss=6.12, Synergy_Loewe=-1.34, Synergy_HSA=-0.125. Drug 2: CN(CC1=CN=C2C(=N1)C(=NC(=N2)N)N)C3=CC=C(C=C3)C(=O)NC(CCC(=O)O)C(=O)O. Drug 1: CC=C1C(=O)NC(C(=O)OC2CC(=O)NC(C(=O)NC(CSSCCC=C2)C(=O)N1)C(C)C)C(C)C. Cell line: NCI/ADR-RES. (8) Drug 1: CS(=O)(=O)C1=CC(=C(C=C1)C(=O)NC2=CC(=C(C=C2)Cl)C3=CC=CC=N3)Cl. Drug 2: CNC(=O)C1=NC=CC(=C1)OC2=CC=C(C=C2)NC(=O)NC3=CC(=C(C=C3)Cl)C(F)(F)F. Cell line: UO-31. Synergy scores: CSS=62.8, Synergy_ZIP=6.52, Synergy_Bliss=7.16, Synergy_Loewe=0.372, Synergy_HSA=7.07.